From a dataset of Forward reaction prediction with 1.9M reactions from USPTO patents (1976-2016). Predict the product of the given reaction. The product is: [Br:2][C:3]1[CH:8]=[C:7]([C:9]([F:12])([F:11])[F:10])[CH:6]=[CH:5][C:4]=1[C:13]1[CH:22]=[CH:21][CH:20]=[C:19]2[C:14]=1[CH2:15][CH2:16][N:17]([S:30]([Cl:33])(=[O:32])=[O:31])[CH2:18]2. Given the reactants Cl.[Br:2][C:3]1[CH:8]=[C:7]([C:9]([F:12])([F:11])[F:10])[CH:6]=[CH:5][C:4]=1[C:13]1[CH:22]=[CH:21][CH:20]=[C:19]2[C:14]=1[CH2:15][CH2:16][NH:17][CH2:18]2.C(N(CC)CC)C.[S:30](Cl)([Cl:33])(=[O:32])=[O:31], predict the reaction product.